From a dataset of Forward reaction prediction with 1.9M reactions from USPTO patents (1976-2016). Predict the product of the given reaction. (1) Given the reactants Br[C:2]1[CH:11]=[C:10]2[C:5]([N:6]=[CH:7][CH:8]=[N:9]2)=[C:4]([C:12]([NH:14][CH2:15][C:16]([O:18][CH2:19][CH3:20])=[O:17])=[O:13])[C:3]=1[OH:21].[Br:22][C:23]1[CH:28]=[CH:27][C:26](B(O)O)=[C:25]([F:32])[CH:24]=1.C(=O)([O-])[O-].[K+].[K+], predict the reaction product. The product is: [Br:22][C:23]1[CH:28]=[CH:27][C:26]([C:2]2[CH:11]=[C:10]3[C:5]([N:6]=[CH:7][CH:8]=[N:9]3)=[C:4]([C:12]([NH:14][CH2:15][C:16]([O:18][CH2:19][CH3:20])=[O:17])=[O:13])[C:3]=2[OH:21])=[C:25]([F:32])[CH:24]=1. (2) Given the reactants C(Cl)CCl.C1C=CC2N(O)N=NC=2C=1.[CH3:15][O:16][C:17]1[C:31]([O:32][CH3:33])=[CH:30][C:20]2[NH:21][C:22]([C:24]3[C:28]([NH2:29])=[CH:27][NH:26][N:25]=3)=[N:23][C:19]=2[CH:18]=1.[F:34][C:35]1[CH:36]=[CH:37][C:38]([O:44][CH3:45])=[C:39]([CH:43]=1)[C:40](O)=[O:41], predict the reaction product. The product is: [CH3:33][O:32][C:31]1[C:17]([O:16][CH3:15])=[CH:18][C:19]2[NH:23][C:22]([C:24]3[C:28]([NH:29][C:40](=[O:41])[C:39]4[CH:43]=[C:35]([F:34])[CH:36]=[CH:37][C:38]=4[O:44][CH3:45])=[CH:27][NH:26][N:25]=3)=[N:21][C:20]=2[CH:30]=1. (3) Given the reactants Br[CH2:2][C:3]1[CH:8]=[CH:7][CH:6]=[CH:5][C:4]=1[C:9]([CH3:19])([CH3:18])[CH2:10][C@:11]1([C:14]([F:17])([F:16])[F:15])[CH2:13][O:12]1.C(=O)(O)[O-:21].[Na+], predict the reaction product. The product is: [CH3:18][C:9]([C:4]1[CH:5]=[CH:6][CH:7]=[CH:8][C:3]=1[CH:2]=[O:21])([CH3:19])[CH2:10][C@:11]1([C:14]([F:17])([F:16])[F:15])[CH2:13][O:12]1.